Dataset: Forward reaction prediction with 1.9M reactions from USPTO patents (1976-2016). Task: Predict the product of the given reaction. (1) Given the reactants CCN=C=NCCCN(C)C.C1C=CC2N(O)N=NC=2C=1.C([O:26][CH2:27][CH2:28][O:29][NH2:30])(C)(C)C.[Br:31][C:32]1[CH:37]=[CH:36][C:35]([NH:38][C:39]2[C:47]([C:48](O)=[O:49])=[C:46]3[N:42]([CH2:43][CH:44]4[O:53][C:52]([CH3:55])([CH3:54])[O:51][CH:45]43)[C:41](=[O:56])[CH:40]=2)=[C:34]([F:57])[CH:33]=1, predict the reaction product. The product is: [OH:26][CH2:27][CH2:28][O:29][NH:30][C:48]([C:47]1[C:39]([NH:38][C:35]2[CH:36]=[CH:37][C:32]([Br:31])=[CH:33][C:34]=2[F:57])=[CH:40][C:41](=[O:56])[N:42]2[C:46]=1[CH:45]1[O:51][C:52]([CH3:55])([CH3:54])[O:53][CH:44]1[CH2:43]2)=[O:49]. (2) Given the reactants [CH3:1][N:2]1[C:7]2[N:8]=[C:9]([N:13]3[CH2:18][CH2:17][NH:16][CH2:15][CH2:14]3)[NH:10][C:11](=[O:12])[C:6]=2[CH2:5][CH2:4][CH2:3]1.[N:19]1[CH:24]=[CH:23][CH:22]=[N:21][C:20]=1[CH:25]=O.C(O[BH-](OC(=O)C)OC(=O)C)(=O)C.[Na+].[OH-].[Na+], predict the reaction product. The product is: [CH3:1][N:2]1[C:7]2[N:8]=[C:9]([N:13]3[CH2:18][CH2:17][N:16]([CH2:25][C:20]4[N:21]=[CH:22][CH:23]=[CH:24][N:19]=4)[CH2:15][CH2:14]3)[NH:10][C:11](=[O:12])[C:6]=2[CH2:5][CH2:4][CH2:3]1.